From a dataset of Full USPTO retrosynthesis dataset with 1.9M reactions from patents (1976-2016). Predict the reactants needed to synthesize the given product. (1) Given the product [Br:1][C:2]1([C:23]2[O:26][CH:22]=[N:21][CH:20]=2)[S:6][CH2:5][CH:4]=[C:3]1[CH3:9], predict the reactants needed to synthesize it. The reactants are: [Br:1][C:2]1[S:6][C:5](C=O)=[CH:4][C:3]=1[CH3:9].S([CH2:20][N+:21]#[C-:22])(C1C=CC(C)=CC=1)(=O)=O.[C:23]([O-:26])([O-])=O.[K+].[K+]. (2) Given the product [CH2:1]([O:3][C:4]([C:6]1([C:9]2[CH:14]=[CH:13][C:12]([C:15]3[CH:20]=[CH:19][C:18]([C:33]4[S:34][C:35]([Cl:41])=[CH:36][C:37]=4[C:38](=[O:39])[NH2:40])=[CH:17][C:16]=3[O:30][CH3:31])=[CH:11][CH:10]=2)[CH2:7][CH2:8]1)=[O:5])[CH3:2], predict the reactants needed to synthesize it. The reactants are: [CH2:1]([O:3][C:4]([C:6]1([C:9]2[CH:14]=[CH:13][C:12]([C:15]3[CH:20]=[CH:19][C:18](B4OC(C)(C)C(C)(C)O4)=[CH:17][C:16]=3[O:30][CH3:31])=[CH:11][CH:10]=2)[CH2:8][CH2:7]1)=[O:5])[CH3:2].Br[C:33]1[S:34][C:35]([Cl:41])=[CH:36][C:37]=1[C:38]([NH2:40])=[O:39].C(=O)([O-])[O-].[Na+].[Na+].O. (3) Given the product [NH2:1][C:2]1[N:11]=[C:10]([NH:12][CH3:13])[C:9]2[C:4](=[CH:5][C:6]([C:14]3[CH:24]=[CH:23][C:22]([F:25])=[CH:21][C:15]=3[O:16][CH2:17][CH2:18][OH:19])=[CH:7][CH:8]=2)[N:3]=1, predict the reactants needed to synthesize it. The reactants are: [NH2:1][C:2]1[N:11]=[C:10]([NH:12][CH3:13])[C:9]2[C:4](=[CH:5][C:6]([C:14]3[CH:24]=[CH:23][C:22]([F:25])=[CH:21][C:15]=3[O:16][CH2:17][C:18](O)=[O:19])=[CH:7][CH:8]=2)[N:3]=1.[H-].[Al+3].[Li+].[H-].[H-].[H-]. (4) Given the product [CH:3]1([N:8]2[C:14]3[N:15]=[C:16]([S:22][CH3:23])[N:17]=[CH:18][C:19]=3[CH:20]=[C:9]2[C:10]([O:12][CH3:13])=[O:11])[CH2:7][CH2:6][CH2:5][CH2:4]1, predict the reactants needed to synthesize it. The reactants are: [H-].[Na+].[CH:3]1([N:8]([C:14]2[C:19]([CH:20]=O)=[CH:18][N:17]=[C:16]([S:22][CH3:23])[N:15]=2)[CH2:9][C:10]([O:12][CH3:13])=[O:11])[CH2:7][CH2:6][CH2:5][CH2:4]1.O. (5) Given the product [Cl:1][C:2]1[CH:7]=[C:6]([O:8][CH2:9][CH:10]=[C:11]([Cl:13])[Cl:12])[CH:5]=[C:4]([C:38]#[C:37][C:32]2[CH:33]=[CH:34][CH:35]=[CH:36][C:31]=2[Cl:30])[C:3]=1[O:15][CH2:16][CH2:17][CH2:18][O:19][C:20]1[CH:25]=[CH:24][C:23]([C:26]([F:29])([F:28])[F:27])=[CH:22][N:21]=1, predict the reactants needed to synthesize it. The reactants are: [Cl:1][C:2]1[C:3]([O:15][CH2:16][CH2:17][CH2:18][O:19][C:20]2[CH:25]=[CH:24][C:23]([C:26]([F:29])([F:28])[F:27])=[CH:22][N:21]=2)=[C:4](I)[CH:5]=[C:6]([O:8][CH2:9][CH:10]=[C:11]([Cl:13])[Cl:12])[CH:7]=1.[Cl:30][C:31]1[CH:36]=[CH:35][CH:34]=[CH:33][C:32]=1[C:37]#[CH:38]. (6) Given the product [CH2:30]([O:32][CH2:33][N:22]1[C:13]2=[N:14][CH:15]=[C:16]([C:18]([F:21])([F:19])[F:20])[CH:17]=[C:12]2[N:11]=[C:10]1[C:5]1[CH:6]=[CH:7][CH:8]=[CH:9][C:4]=1[S:3][CH2:1][CH3:2])[CH3:31], predict the reactants needed to synthesize it. The reactants are: [CH2:1]([S:3][C:4]1[CH:9]=[CH:8][CH:7]=[CH:6][C:5]=1[C:10]1[NH:22][C:13]2=[N:14][CH:15]=[C:16]([C:18]([F:21])([F:20])[F:19])[CH:17]=[C:12]2[N:11]=1)[CH3:2].CN(C=O)C.[H-].[Na+].[CH2:30]([O:32][CH2:33]Cl)[CH3:31]. (7) Given the product [Cl:1][C:2]1[CH:3]=[CH:4][C:5]([N:21]2[CH:25]=[CH:24][CH:23]=[CH:22]2)=[C:6]([C:8]([C:10]2[C:15]([F:16])=[CH:14][CH:13]=[C:12]([O:17][CH3:18])[C:11]=2[O:19][CH3:20])=[O:9])[CH:7]=1, predict the reactants needed to synthesize it. The reactants are: [Cl:1][C:2]1[CH:3]=[CH:4][C:5]([N:21]2[CH:25]=[CH:24][CH:23]=[CH:22]2)=[C:6]([CH:8]([C:10]2[C:15]([F:16])=[CH:14][CH:13]=[C:12]([O:17][CH3:18])[C:11]=2[O:19][CH3:20])[OH:9])[CH:7]=1. (8) The reactants are: Cl[C:2]1[CH:7]=[C:6]([C:8]([F:11])([F:10])[F:9])[CH:5]=[C:4]([CH3:12])[N:3]=1.[CH3:13][O:14][C:15]1[CH:16]=[C:17]([NH2:27])[CH:18]=[CH:19][C:20]=1[N:21]1[CH:25]=[C:24]([CH3:26])[N:23]=[CH:22]1. Given the product [CH3:13][O:14][C:15]1[CH:16]=[C:17]([NH:27][C:2]2[CH:7]=[C:6]([C:8]([F:11])([F:10])[F:9])[CH:5]=[C:4]([CH3:12])[N:3]=2)[CH:18]=[CH:19][C:20]=1[N:21]1[CH:25]=[C:24]([CH3:26])[N:23]=[CH:22]1, predict the reactants needed to synthesize it. (9) Given the product [NH2:7][C:6]1[N:8]=[C:15]([OH:16])[C:14]([CH2:13][C:12]2[CH:23]=[C:24]([CH2:27][C:28]([O:30][CH3:31])=[O:29])[CH:25]=[CH:26][C:11]=2[O:10][CH3:9])=[C:20]([CH3:21])[N:5]=1, predict the reactants needed to synthesize it. The reactants are: C(=O)(O)O.[NH2:5][C:6]([NH2:8])=[NH:7].[CH3:9][O:10][C:11]1[CH:26]=[CH:25][C:24]([CH2:27][C:28]([O:30][CH3:31])=[O:29])=[CH:23][C:12]=1[CH2:13][CH:14]([C:20](=O)[CH3:21])[C:15](OCC)=[O:16].